From a dataset of Catalyst prediction with 721,799 reactions and 888 catalyst types from USPTO. Predict which catalyst facilitates the given reaction. (1) Reactant: [Cl-].[Al+3].[Cl-].[Cl-].C1(C)C=CC=CC=1.[Cl:12][C:13]1[CH:22]=[N:21][C:20]2[C:15](=[CH:16][CH:17]=[C:18]([O:23]C)[CH:19]=2)[N:14]=1. Product: [Cl:12][C:13]1[CH:22]=[N:21][C:20]2[C:15](=[CH:16][CH:17]=[C:18]([OH:23])[CH:19]=2)[N:14]=1. The catalyst class is: 6. (2) Reactant: [Cl:1][C:2]1[S:6][C:5](/[CH:7]=[CH:8]/[S:9]([NH:12][C@H:13]2[CH2:17][CH2:16][N:15]([C:18]3[CH:23]=[CH:22][C:21]([CH:24](O)[CH3:25])=[CH:20][C:19]=3[F:27])[C:14]2=[O:28])(=[O:11])=[O:10])=[CH:4][CH:3]=1.C(Br)(Br)(Br)[Br:30].C1(P(C2C=CC=CC=2)C2C=CC=CC=2)C=CC=CC=1. Product: [Br:30][CH:24]([C:21]1[CH:22]=[CH:23][C:18]([N:15]2[CH2:16][CH2:17][C@H:13]([NH:12][S:9](/[CH:8]=[CH:7]/[C:5]3[S:6][C:2]([Cl:1])=[CH:3][CH:4]=3)(=[O:11])=[O:10])[C:14]2=[O:28])=[C:19]([F:27])[CH:20]=1)[CH3:25]. The catalyst class is: 2. (3) Reactant: C([O:3][C:4](=[O:18])[C:5]1[CH:10]=[C:9]([Cl:11])[CH:8]=[N:7][C:6]=1[NH:12][CH2:13][C:14]([F:17])([F:16])[F:15])C.[OH-].[K+].CO. Product: [Cl:11][C:9]1[CH:8]=[N:7][C:6]([NH:12][CH2:13][C:14]([F:16])([F:15])[F:17])=[C:5]([CH:10]=1)[C:4]([OH:18])=[O:3]. The catalyst class is: 6. (4) Reactant: [CH2:1]([O:8][C:9]([NH:11][C:12]1[C:13]([CH3:41])=[C:14]([C:18]2[C:30]3[C:29]4[C:24](=[CH:25][C:26]([O:31][CH2:32][CH2:33][O:34][CH3:35])=[CH:27][CH:28]=4)[NH:23][C:22]=3[C:21]([C:36]([O:38]CC)=[O:37])=[N:20][CH:19]=2)[CH:15]=[CH:16][CH:17]=1)=[O:10])[C:2]1[CH:7]=[CH:6][CH:5]=[CH:4][CH:3]=1.O.[OH-].[Li+]. Product: [CH2:1]([O:8][C:9]([NH:11][C:12]1[C:13]([CH3:41])=[C:14]([C:18]2[C:30]3[C:29]4[C:24](=[CH:25][C:26]([O:31][CH2:32][CH2:33][O:34][CH3:35])=[CH:27][CH:28]=4)[NH:23][C:22]=3[C:21]([C:36]([OH:38])=[O:37])=[N:20][CH:19]=2)[CH:15]=[CH:16][CH:17]=1)=[O:10])[C:2]1[CH:7]=[CH:6][CH:5]=[CH:4][CH:3]=1. The catalyst class is: 193. (5) Reactant: ClC1C=C(C=CC=1)C(OO)=[O:6].[CH3:12][C:13]1[N:14]([CH2:26][CH:27]([CH3:29])[CH3:28])[C:15]2[C:24]3[N:23]=[CH:22][CH:21]=[CH:20][C:19]=3[N:18]=[CH:17][C:16]=2[N:25]=1. Product: [CH3:12][C:13]1[N:14]([CH2:26][CH:27]([CH3:29])[CH3:28])[C:15]2[C:24]3[N:23]=[CH:22][CH:21]=[CH:20][C:19]=3[N+:18]([O-:6])=[CH:17][C:16]=2[N:25]=1. The catalyst class is: 4. (6) Reactant: [ClH:1].[F:2][C:3]1([F:18])[CH2:5][CH:4]1[CH2:6][O:7][C:8]1[CH:9]=[C:10]2[C:15](=[CH:16][CH:17]=1)[CH2:14][NH:13][CH2:12][CH2:11]2.C(OC(=O)[NH:25][C@H:26]([C:28]1[CH:33]=[CH:32][C:31]([CH:34]=O)=[CH:30][CH:29]=1)[CH3:27])(C)(C)C.CC(O)=O.C(O[BH-](OC(=O)C)OC(=O)C)(=O)C.[Na+]. Product: [ClH:1].[F:18][C:3]1([F:2])[CH2:5][CH:4]1[CH2:6][O:7][C:8]1[CH:9]=[C:10]2[C:15](=[CH:16][CH:17]=1)[CH2:14][N:13]([CH2:34][C:31]1[CH:32]=[CH:33][C:28]([C@@H:26]([NH2:25])[CH3:27])=[CH:29][CH:30]=1)[CH2:12][CH2:11]2. The catalyst class is: 1. (7) Reactant: [NH2:1][C:2]1[CH:10]=[C:9]([C:11]([CH3:14])([CH3:13])[CH3:12])[CH:8]=[CH:7][C:3]=1[C:4]([OH:6])=O.[CH3:15][C:16]1[C:21]([B:22]2[O:26][C:25]([CH3:28])([CH3:27])[C:24]([CH3:30])([CH3:29])[O:23]2)=[CH:20][CH:19]=[CH:18][C:17]=1[NH2:31].[CH3:32]OC(OC)OC. Product: [C:11]([C:9]1[CH:10]=[C:2]2[C:3]([C:4](=[O:6])[N:31]([C:17]3[CH:18]=[CH:19][CH:20]=[C:21]([B:22]4[O:26][C:25]([CH3:27])([CH3:28])[C:24]([CH3:30])([CH3:29])[O:23]4)[C:16]=3[CH3:15])[CH:32]=[N:1]2)=[CH:7][CH:8]=1)([CH3:14])([CH3:13])[CH3:12]. The catalyst class is: 11. (8) Reactant: [C:1]([C:5]1[C:6](=[O:24])[C:7](=[CH:15][C:16]2[CH:21]=[CH:20][C:19]([CH3:22])=[C:18]([CH3:23])[CH:17]=2)[CH:8]=[C:9]([C:11]([CH3:14])([CH3:13])[CH3:12])[CH:10]=1)([CH3:4])([CH3:3])[CH3:2].FC(F)(F)[C:27](O)=[O:28]. Product: [C:11]([C:9]1[CH:10]=[C:5]([C:1]([CH3:2])([CH3:3])[CH3:4])[C:6]2[O:24][C:27](=[O:28])[CH:15]([C:16]3[CH:21]=[CH:20][C:19]([CH3:22])=[C:18]([CH3:23])[CH:17]=3)[C:7]=2[CH:8]=1)([CH3:14])([CH3:13])[CH3:12]. The catalyst class is: 741. (9) Reactant: [OH:1][C:2]1[C:7]([CH3:8])=[CH:6][C:5]([C:9]2[CH:14]=[CH:13][C:12]([C:15]([O:17][CH3:18])=[O:16])=[CH:11][CH:10]=2)=[CH:4][C:3]=1[CH3:19].[Cl:20][C:21]1[N:29]=[C:28]2[C:24]([N:25]=[CH:26][N:27]2[CH3:30])=[C:23](Cl)[N:22]=1.C([O-])([O-])=O.[K+].[K+]. Product: [Cl:20][C:21]1[N:29]=[C:28]2[C:24]([N:25]=[CH:26][N:27]2[CH3:30])=[C:23]([O:1][C:2]2[C:3]([CH3:19])=[CH:4][C:5]([C:9]3[CH:14]=[CH:13][C:12]([C:15]([O:17][CH3:18])=[O:16])=[CH:11][CH:10]=3)=[CH:6][C:7]=2[CH3:8])[N:22]=1. The catalyst class is: 57.